This data is from Forward reaction prediction with 1.9M reactions from USPTO patents (1976-2016). The task is: Predict the product of the given reaction. (1) Given the reactants [C:1]([NH:4][C:5]1[CH:6]=[C:7]([CH:11]=[CH:12][CH:13]=1)[C:8]([OH:10])=O)(=[O:3])[CH3:2].S(Cl)(Cl)=O.Cl.[NH2:19][C:20]1[CH:29]=[C:28]([C:30]2[C:39]3[C:34](=[CH:35][C:36]([O:45][CH2:46][CH3:47])=[C:37]4[O:42][C:41]([CH3:44])([CH3:43])[CH2:40][C:38]4=3)[CH2:33][C:32]([CH3:49])([CH3:48])[N:31]=2)[CH:27]=[CH:26][C:21]=1[C:22]([O:24][CH3:25])=[O:23].C(N(CC)CC)C, predict the reaction product. The product is: [C:1]([NH:4][C:5]1[CH:6]=[C:7]([CH:11]=[CH:12][CH:13]=1)[C:8]([NH:19][C:20]1[CH:29]=[C:28]([C:30]2[C:39]3[C:34](=[CH:35][C:36]([O:45][CH2:46][CH3:47])=[C:37]4[O:42][C:41]([CH3:44])([CH3:43])[CH2:40][C:38]4=3)[CH2:33][C:32]([CH3:48])([CH3:49])[N:31]=2)[CH:27]=[CH:26][C:21]=1[C:22]([O:24][CH3:25])=[O:23])=[O:10])(=[O:3])[CH3:2]. (2) The product is: [NH2:1][C:2]1[C:6]2[C:7](=[O:30])[N:8]([CH:23]([C:40]([OH:36])([CH3:39])[CH3:31])[CH3:24])[CH:9]=[C:10]([C:11]3[CH:15]=[C:14]([N:16]4[CH2:17][CH2:18][O:19][CH2:20][CH2:21]4)[N:13]([CH3:22])[N:12]=3)[C:5]=2[NH:4][N:3]=1. Given the reactants [NH2:1][C:2]1[C:6]2[C:7](=[O:30])[N:8]([CH:23](C)[C:24](OCC)=O)[CH:9]=[C:10]([C:11]3[CH:15]=[C:14]([N:16]4[CH2:21][CH2:20][O:19][CH2:18][CH2:17]4)[N:13]([CH3:22])[N:12]=3)[C:5]=2[NH:4][N:3]=1.[CH3:31][Mg]Br.[Cl-].[NH4+].[O:36]1[CH2:40][CH2:39]CC1, predict the reaction product. (3) Given the reactants [CH3:1][C:2]1[CH:7]=[CH:6][C:5]([S:8]([O:11][C:12]2[CH:17]=[CH:16][C:15](Br)=[C:14]([O:19][CH3:20])[CH:13]=2)(=[O:10])=[O:9])=[CH:4][CH:3]=1.Br[C:22]1[CH:28]=[CH:27][C:25]([OH:26])=[CH:24][C:23]=1O.[C:30]1(C)[CH:35]=CC(S(Cl)(=O)=O)=[CH:32][CH:31]=1.C(=O)([O-])[O-].[K+].[K+].IC, predict the reaction product. The product is: [CH3:1][C:2]1[CH:7]=[CH:6][C:5]([S:8]([O:11][C:12]2[CH:17]=[CH:16][C:15]([C:30]3[CH:31]=[CH:32][C:23]4[C:22](=[CH:28][CH:27]=[C:25]([OH:26])[CH:24]=4)[CH:35]=3)=[C:14]([O:19][CH3:20])[CH:13]=2)(=[O:10])=[O:9])=[CH:4][CH:3]=1. (4) Given the reactants [F:1][C:2]1[CH:3]=[C:4]([CH2:16][OH:17])[C:5]2[O:9][C:8]([CH2:10][CH2:11][CH:12]([CH3:14])[CH3:13])=[CH:7][C:6]=2[CH:15]=1.O[C:19]1[CH:24]=[CH:23][C:22]([CH2:25][CH2:26][C:27]([O:29][CH2:30][CH3:31])=[O:28])=[C:21]([CH3:32])[C:20]=1[CH3:33].C1C=CC(P(C2C=CC=CC=2)C2C=CC=CC=2)=CC=1.CCOC(/N=N/C(OCC)=O)=O, predict the reaction product. The product is: [F:1][C:2]1[CH:3]=[C:4]([CH2:16][O:17][C:19]2[CH:24]=[CH:23][C:22]([CH2:25][CH2:26][C:27]([O:29][CH2:30][CH3:31])=[O:28])=[C:21]([CH3:32])[C:20]=2[CH3:33])[C:5]2[O:9][C:8]([CH2:10][CH2:11][CH:12]([CH3:14])[CH3:13])=[CH:7][C:6]=2[CH:15]=1. (5) The product is: [Cl:1][C:2]1[C:3]([O:12][C:13]2[CH:18]=[C:17]([O:19][CH2:20][CH2:21][CH2:22][O:23][CH2:24][CH2:25][O:26][CH3:27])[CH:16]=[CH:15][C:14]=2/[CH:28]=[CH:29]/[C:30]([OH:32])=[O:31])=[N:4][CH:5]=[C:6]([C:8]([F:9])([F:11])[F:10])[CH:7]=1. Given the reactants [Cl:1][C:2]1[C:3]([O:12][C:13]2[CH:18]=[C:17]([O:19][CH2:20][CH2:21][CH2:22][O:23][CH2:24][CH2:25][O:26][CH3:27])[CH:16]=[CH:15][C:14]=2/[CH:28]=[CH:29]/[C:30]([O:32]CC)=[O:31])=[N:4][CH:5]=[C:6]([C:8]([F:11])([F:10])[F:9])[CH:7]=1.[OH-].[Na+].Cl, predict the reaction product. (6) Given the reactants [Cl:1][C:2]1[C:3]([F:31])=[C:4]([CH:8]2[C:12]([C:15]3[CH:20]=[CH:19][C:18]([Cl:21])=[CH:17][C:16]=3[F:22])([C:13]#[N:14])[CH:11]([CH2:23][C:24]([CH3:27])([CH3:26])[CH3:25])[NH:10][CH:9]2[C:28]([OH:30])=O)[CH:5]=[CH:6][CH:7]=1.CN(C(ON1N=NC2C=CC=NC1=2)=[N+](C)C)C.F[P-](F)(F)(F)(F)F.CCN(C(C)C)C(C)C.[N:65]1([CH2:71][C:72]([NH2:74])=[O:73])[CH2:70][CH2:69][NH:68][CH2:67][CH2:66]1, predict the reaction product. The product is: [Cl:1][C:2]1[C:3]([F:31])=[C:4]([C@@H:8]2[C@:12]([C:15]3[CH:20]=[CH:19][C:18]([Cl:21])=[CH:17][C:16]=3[F:22])([C:13]#[N:14])[C@H:11]([CH2:23][C:24]([CH3:26])([CH3:25])[CH3:27])[NH:10][C@H:9]2[C:28]([N:68]2[CH2:69][CH2:70][N:65]([CH2:71][C:72]([NH2:74])=[O:73])[CH2:66][CH2:67]2)=[O:30])[CH:5]=[CH:6][CH:7]=1.